This data is from Peptide-MHC class I binding affinity with 185,985 pairs from IEDB/IMGT. The task is: Regression. Given a peptide amino acid sequence and an MHC pseudo amino acid sequence, predict their binding affinity value. This is MHC class I binding data. (1) The peptide sequence is LAYEHDVPI. The MHC is HLA-A02:01 with pseudo-sequence HLA-A02:01. The binding affinity (normalized) is 0.0847. (2) The peptide sequence is DEDDSEPVL. The MHC is HLA-B40:02 with pseudo-sequence HLA-B40:02. The binding affinity (normalized) is 0.255.